This data is from Forward reaction prediction with 1.9M reactions from USPTO patents (1976-2016). The task is: Predict the product of the given reaction. Given the reactants Br[C:2]1[N:7]2[N:8]=[C:9]([NH2:11])[N:10]=[C:6]2[CH:5]=[CH:4][CH:3]=1.[CH:12]1([NH2:17])[CH2:16][CH2:15][CH2:14][CH2:13]1.O, predict the reaction product. The product is: [CH:12]1([NH:17][C:2]2[N:7]3[N:8]=[C:9]([NH2:11])[N:10]=[C:6]3[CH:5]=[CH:4][CH:3]=2)[CH2:16][CH2:15][CH2:14][CH2:13]1.